This data is from Reaction yield outcomes from USPTO patents with 853,638 reactions. The task is: Predict the reaction yield, written as a fraction of the theoretical maximum amount of product (1.0 means a 100% yield; for example, 0.34 means a 34% yield). (1) The reactants are [CH2:1]([Li])[CH2:2][CH2:3][CH3:4].[O:6]1[C:10]2(CCC(=O)[CH2:12][CH2:11]2)[O:9][CH2:8][CH2:7]1. The catalyst is [Br-].C[P+](C1C=CC=CC=1)(C1C=CC=CC=1)C1C=CC=CC=1.C1COCC1. The product is [CH2:4]=[C:3]1[CH2:12][CH2:11][C:10]2([O:9][CH2:8][CH2:7][O:6]2)[CH2:1][CH2:2]1. The yield is 0.790. (2) The reactants are [CH2:1]([SH:4])[CH2:2][CH3:3].C[Si]([N-][Si](C)(C)C)(C)C.[Na+].C1COCC1.Cl[C:21]1[C:26]([C:27]([NH:29][CH:30]2[CH2:35][CH2:34][CH2:33][CH2:32][CH2:31]2)=[O:28])=[CH:25][CH:24]=[C:23]([Cl:36])[N:22]=1. The catalyst is CN(C=O)C. The product is [Cl:36][C:23]1[N:22]=[C:21]([S:4][CH2:1][CH2:2][CH3:3])[C:26]([C:27]([NH:29][CH:30]2[CH2:35][CH2:34][CH2:33][CH2:32][CH2:31]2)=[O:28])=[CH:25][CH:24]=1. The yield is 0.760. (3) The product is [C:1]([O:5][C:6]([N:8]1[CH:13]=[C:12]([C:42]2[CH:47]=[CH:46][C:45]([C:48](=[O:50])[NH2:49])=[C:44]([C:51]3[CH:56]=[CH:55][C:54]([O:57][C:58]4[CH:63]=[CH:62][CH:61]=[CH:60][CH:59]=4)=[CH:53][CH:52]=3)[N:43]=2)[CH2:11][CH2:10][CH2:9]1)=[O:7])([CH3:2])([CH3:3])[CH3:4]. The catalyst is O1CCOCC1.C1C=CC(P(C2C=CC=CC=2)[C-]2C=CC=C2)=CC=1.C1C=CC(P(C2C=CC=CC=2)[C-]2C=CC=C2)=CC=1.Cl[Pd]Cl.[Fe+2]. The reactants are [C:1]([O:5][C:6]([N:8]1[CH:13]=[C:12](B2OC(C)(C)C(C)(C)O2)[CH2:11][CH2:10][CH2:9]1)=[O:7])([CH3:4])([CH3:3])[CH3:2].C([O-])([O-])=O.[Cs+].[Cs+].C(OC(N1CCC([C:42]2[CH:47]=[CH:46][C:45]([C:48](=[O:50])[NH2:49])=[C:44]([C:51]3[CH:56]=[CH:55][C:54]([O:57][C:58]4[CH:63]=[CH:62][CH:61]=[CH:60][CH:59]=4)=[CH:53][CH:52]=3)[N:43]=2)=CC1)=O)(C)(C)C.C(Cl)Cl. The yield is 0.710. (4) The catalyst is CCOC(C)=O. The yield is 0.890. The reactants are C(OC([N:8]1[CH2:12][CH:11]([O:13][C:14]2[C:23]3[C:18](=[CH:19][C:20]([O:24][CH3:25])=[CH:21][CH:22]=3)[CH:17]=[CH:16][N:15]=2)[CH2:10][CH:9]1[C:26](=[O:37])[NH:27][C:28]1([C:33]([O:35][CH3:36])=[O:34])[CH2:30][CH:29]1[CH:31]=[CH2:32])=O)(C)(C)C.Cl.Cl.O1CCOCC1.[C:46]([O:50][C:51]([NH:53][CH:54]([CH:58]1[CH2:63][CH2:62][CH2:61][CH2:60][CH2:59]1)[C:55](O)=[O:56])=[O:52])([CH3:49])([CH3:48])[CH3:47].CN(C(ON1N=NC2C=CC=NC1=2)=[N+](C)C)C.F[P-](F)(F)(F)(F)F.CCN(C(C)C)C(C)C. The product is [CH3:36][O:35][C:33]([C:28]1([NH:27][C:26]([CH:9]2[CH2:10][CH:11]([O:13][C:14]3[C:23]4[C:18](=[CH:19][C:20]([O:24][CH3:25])=[CH:21][CH:22]=4)[CH:17]=[CH:16][N:15]=3)[CH2:12][N:8]2[C:55](=[O:56])[CH:54]([NH:53][C:51]([O:50][C:46]([CH3:48])([CH3:47])[CH3:49])=[O:52])[CH:58]2[CH2:63][CH2:62][CH2:61][CH2:60][CH2:59]2)=[O:37])[CH2:30][CH:29]1[CH:31]=[CH2:32])=[O:34].